Regression. Given a peptide amino acid sequence and an MHC pseudo amino acid sequence, predict their binding affinity value. This is MHC class I binding data. From a dataset of Peptide-MHC class I binding affinity with 185,985 pairs from IEDB/IMGT. The peptide sequence is KLTDKKTFII. The MHC is HLA-A02:01 with pseudo-sequence HLA-A02:01. The binding affinity (normalized) is 0.225.